From a dataset of Forward reaction prediction with 1.9M reactions from USPTO patents (1976-2016). Predict the product of the given reaction. (1) Given the reactants O=[C:2]1[CH2:7][CH2:6][CH:5]([C:8]2[CH:17]=[CH:16][C:11]3[NH:12][C:13](=[O:15])[S:14][C:10]=3[CH:9]=2)[CH2:4][CH2:3]1.[F:18][C:19]1[CH:24]=[CH:23][C:22]([CH2:25][CH2:26][CH2:27][NH2:28])=[CH:21][CH:20]=1.[BH4-].[Na+], predict the reaction product. The product is: [F:18][C:19]1[CH:20]=[CH:21][C:22]([CH2:25][CH2:26][CH2:27][NH:28][C@H:2]2[CH2:7][CH2:6][C@H:5]([C:8]3[CH:17]=[CH:16][C:11]4[NH:12][C:13](=[O:15])[S:14][C:10]=4[CH:9]=3)[CH2:4][CH2:3]2)=[CH:23][CH:24]=1. (2) Given the reactants [H-].[Na+].[F:3][C:4]([F:13])([F:12])[C:5]1[CH:6]=[CH:7][C:8](=[O:11])[NH:9][CH:10]=1.Br[CH2:15][C:16]1[CH:21]=[CH:20][C:19]([CH:22]([CH:30]2[CH2:34][CH2:33][CH2:32][CH2:31]2)[C:23]([O:25][C:26]([CH3:29])([CH3:28])[CH3:27])=[O:24])=[CH:18][CH:17]=1.O, predict the reaction product. The product is: [CH:30]1([CH:22]([C:19]2[CH:20]=[CH:21][C:16]([CH2:15][N:9]3[CH:10]=[C:5]([C:4]([F:3])([F:12])[F:13])[CH:6]=[CH:7][C:8]3=[O:11])=[CH:17][CH:18]=2)[C:23]([O:25][C:26]([CH3:27])([CH3:29])[CH3:28])=[O:24])[CH2:34][CH2:33][CH2:32][CH2:31]1. (3) Given the reactants [H-].[Na+].[O:3]1[C:7]2[CH:8]=[CH:9][CH:10]=[CH:11][C:6]=2[CH:5]=[C:4]1[CH2:12][C:13]([O:15][CH3:16])=[O:14].[C:17](OC)(=[O:19])[CH3:18].[Cl-].[NH4+], predict the reaction product. The product is: [O:3]1[C:7]2[CH:8]=[CH:9][CH:10]=[CH:11][C:6]=2[CH:5]=[C:4]1[CH:12]([C:17]([CH3:18])=[O:19])[C:13]([O:15][CH3:16])=[O:14]. (4) Given the reactants [S:1]1[C:5]2[CH:6]=[CH:7][CH:8]=[CH:9][C:4]=2[CH:3]=[C:2]1B(O)O.C(=O)([O-])[O-].[Na+].[Na+].[C:19]([NH:27][C:28]1[CH:37]=[C:36](Br)[CH:35]=[CH:34][C:29]=1[C:30]([O:32]C)=[O:31])(=[O:26])[C:20]1[CH:25]=[CH:24][CH:23]=[CH:22][CH:21]=1, predict the reaction product. The product is: [C:19]([NH:27][C:28]1[CH:37]=[C:36]([C:2]2[S:1][C:5]3[CH:6]=[CH:7][CH:8]=[CH:9][C:4]=3[CH:3]=2)[CH:35]=[CH:34][C:29]=1[C:30]([OH:32])=[O:31])(=[O:26])[C:20]1[CH:21]=[CH:22][CH:23]=[CH:24][CH:25]=1.